This data is from Catalyst prediction with 721,799 reactions and 888 catalyst types from USPTO. The task is: Predict which catalyst facilitates the given reaction. (1) Reactant: [NH2:1][C:2]1([C:10]([O:12][CH2:13][CH3:14])=[O:11])[CH2:7][CH2:6][CH2:5][C:4]([CH3:9])([CH3:8])[CH2:3]1.Br[CH2:16][CH2:17][O:18][CH2:19][CH2:20]Br.C([O-])([O-])=O.[K+].[K+]. Product: [CH3:9][C:4]1([CH3:8])[CH2:5][CH2:6][CH2:7][C:2]([N:1]2[CH2:20][CH2:19][O:18][CH2:17][CH2:16]2)([C:10]([O:12][CH2:13][CH3:14])=[O:11])[CH2:3]1. The catalyst class is: 35. (2) Reactant: [CH2:1]([C:5]1[N:10]2[N:11]=[CH:12][N:13]=[C:9]2[N:8]([CH:14]2[CH2:19][CH2:18][C:17](=[O:20])[CH2:16][CH2:15]2)[C:7](=[O:21])[C:6]=1[CH2:22][C:23]1[CH:28]=[CH:27][C:26]([C:29]2[C:30]([C:35]#[N:36])=[CH:31][CH:32]=[CH:33][CH:34]=2)=[CH:25][C:24]=1[F:37])[CH2:2][CH2:3][CH3:4].O1CCCC1.[BH4-].[Na+]. Product: [CH2:1]([C:5]1[N:10]2[N:11]=[CH:12][N:13]=[C:9]2[N:8]([C@H:14]2[CH2:19][CH2:18][C@H:17]([OH:20])[CH2:16][CH2:15]2)[C:7](=[O:21])[C:6]=1[CH2:22][C:23]1[CH:28]=[CH:27][C:26]([C:29]2[C:30]([C:35]#[N:36])=[CH:31][CH:32]=[CH:33][CH:34]=2)=[CH:25][C:24]=1[F:37])[CH2:2][CH2:3][CH3:4]. The catalyst class is: 5.